The task is: Predict which catalyst facilitates the given reaction.. This data is from Catalyst prediction with 721,799 reactions and 888 catalyst types from USPTO. (1) Reactant: [C:1]([O:5][C:6]([N:8]1[CH2:13][C:12](=[O:14])[N:11]([C:15]2[CH:20]=[CH:19][C:18]([O:21][CH2:22][CH2:23][CH2:24][O:25][CH2:26][C:27]3[CH:32]=[CH:31][CH:30]=[CH:29][C:28]=3[O:33][CH3:34])=[CH:17][CH:16]=2)[C@@H:10]([CH2:35][OH:36])[CH2:9]1)=[O:7])([CH3:4])([CH3:3])[CH3:2].[H-].[Na+].Cl[C:40]1[CH:49]=[CH:48][C:47]2[C:42](=[CH:43][CH:44]=[CH:45][CH:46]=2)[N:41]=1. Product: [C:1]([O:5][C:6]([N:8]1[CH2:9][C@H:10]([CH2:35][O:36][C:40]2[CH:49]=[CH:48][C:47]3[C:42](=[CH:43][CH:44]=[CH:45][CH:46]=3)[N:41]=2)[N:11]([C:15]2[CH:20]=[CH:19][C:18]([O:21][CH2:22][CH2:23][CH2:24][O:25][CH2:26][C:27]3[CH:32]=[CH:31][CH:30]=[CH:29][C:28]=3[O:33][CH3:34])=[CH:17][CH:16]=2)[C:12](=[O:14])[CH2:13]1)=[O:7])([CH3:2])([CH3:4])[CH3:3]. The catalyst class is: 7. (2) The catalyst class is: 95. Product: [NH:1]([C:38]([O:40][C:41]([CH3:44])([CH3:43])[CH3:42])=[O:39])[C@H:2]([C:18]([NH:20][C@H:21]([C:26]([NH:28][C@H:29]([C:34]([OH:36])=[O:35])[CH2:30][CH:31]([CH3:32])[CH3:33])=[O:27])[CH2:22][CH:23]([CH3:24])[CH3:25])=[O:19])[CH2:3][CH2:4][CH2:5][CH2:6][NH:7][C:8]([O:10][CH2:11][C:12]1[CH:17]=[CH:16][CH:15]=[CH:14][CH:13]=1)=[O:9]. Reactant: [NH:1]([C:38]([O:40][C:41]([CH3:44])([CH3:43])[CH3:42])=[O:39])[C@H:2]([C:18]([NH:20][C@H:21]([C:26]([NH:28][C@H:29]([C:34]([O:36]C)=[O:35])[CH2:30][CH:31]([CH3:33])[CH3:32])=[O:27])[CH2:22][CH:23]([CH3:25])[CH3:24])=[O:19])[CH2:3][CH2:4][CH2:5][CH2:6][NH:7][C:8]([O:10][CH2:11][C:12]1[CH:17]=[CH:16][CH:15]=[CH:14][CH:13]=1)=[O:9].[OH-].[Na+].C(O)(=O)CC(CC(O)=O)(C(O)=O)O. (3) Reactant: C[O:2][C:3]([C:5]1[CH:13]=[C:12]2[C:8]([C:9]([C:14]([C:16]3[C:17]([C:22]4[CH:27]=[CH:26][C:25]([F:28])=[CH:24][CH:23]=4)=[N:18][O:19][C:20]=3[CH3:21])=[O:15])=[CH:10][NH:11]2)=[CH:7][CH:6]=1)=[O:4].O[Li].O. Product: [F:28][C:25]1[CH:26]=[CH:27][C:22]([C:17]2[C:16]([C:14]([C:9]3[C:8]4[C:12](=[CH:13][C:5]([C:3]([OH:4])=[O:2])=[CH:6][CH:7]=4)[NH:11][CH:10]=3)=[O:15])=[C:20]([CH3:21])[O:19][N:18]=2)=[CH:23][CH:24]=1. The catalyst class is: 20. (4) Reactant: C(OC([N:8]([CH2:40][C:41]([O:43]C(C)(C)C)=[O:42])[C:9]1[CH:14]=[CH:13][CH:12]=[C:11]([CH:15]([CH2:26][C:27]2[CH:32]=[CH:31][C:30]([C:33]([CH3:39])([CH3:38])[CH2:34][CH2:35][CH2:36][CH3:37])=[CH:29][CH:28]=2)[NH:16][S:17]([C:20]2[CH:25]=[CH:24][N:23]=[CH:22][CH:21]=2)(=[O:19])=[O:18])[N:10]=1)=O)(C)(C)C.FC(F)(F)C(O)=O. Product: [CH3:39][C:33]([C:30]1[CH:29]=[CH:28][C:27]([CH2:26][CH:15]([NH:16][S:17]([C:20]2[CH:25]=[CH:24][N:23]=[CH:22][CH:21]=2)(=[O:19])=[O:18])[C:11]2[N:10]=[C:9]([NH:8][CH2:40][C:41]([OH:43])=[O:42])[CH:14]=[CH:13][CH:12]=2)=[CH:32][CH:31]=1)([CH3:38])[CH2:34][CH2:35][CH2:36][CH3:37]. The catalyst class is: 2.